This data is from Catalyst prediction with 721,799 reactions and 888 catalyst types from USPTO. The task is: Predict which catalyst facilitates the given reaction. (1) Product: [CH:16]([N:14]([CH3:15])[C:12]1[C:11]([C:19]([F:22])([F:21])[F:20])=[CH:10][C:9]2[NH:23][C:24](=[O:36])[CH2:25][C:26]([C:28]3[CH:33]=[CH:32][N:31]=[C:30]([C:34]#[N:35])[CH:29]=3)=[N:7][C:8]=2[CH:13]=1)([CH3:17])[CH3:18]. The catalyst class is: 2. Reactant: C(OC(=O)[NH:7][C:8]1[CH:13]=[C:12]([N:14]([CH:16]([CH3:18])[CH3:17])[CH3:15])[C:11]([C:19]([F:22])([F:21])[F:20])=[CH:10][C:9]=1[NH:23][C:24](=[O:36])[CH2:25][C:26]([C:28]1[CH:33]=[CH:32][N:31]=[C:30]([C:34]#[N:35])[CH:29]=1)=O)(C)(C)C.C(O)(C(F)(F)F)=O. (2) Reactant: Cl[C:2]1[N:7]=[CH:6][N:5]=[C:4]2[NH:8][C:9](=[O:17])[N:10]([CH2:12][C:13]([F:16])([F:15])[F:14])[CH2:11][C:3]=12.Cl.Cl.[CH2:20]([C:22]1[N:23]=[C:24]([CH:30]2[CH2:35][CH2:34][NH:33][CH2:32][CH2:31]2)[N:25]([CH2:27][CH2:28][OH:29])[CH:26]=1)[CH3:21].C(N(C(C)C)CC)(C)C. Product: [CH2:20]([C:22]1[N:23]=[C:24]([CH:30]2[CH2:31][CH2:32][N:33]([C:2]3[N:7]=[CH:6][N:5]=[C:4]4[NH:8][C:9](=[O:17])[N:10]([CH2:12][C:13]([F:16])([F:15])[F:14])[CH2:11][C:3]=34)[CH2:34][CH2:35]2)[N:25]([CH2:27][CH2:28][OH:29])[CH:26]=1)[CH3:21]. The catalyst class is: 5. (3) The catalyst class is: 216. Reactant: Br[C:2]1[CH:3]=[CH:4][C:5]([CH2:19][CH3:20])=[C:6]([CH:8]2[C:14](=[O:15])[CH:13]3[CH2:16][CH2:17][CH:10]([CH:11]=[CH:12]3)[C:9]2=[O:18])[CH:7]=1.[Cl:21][C:22]1[CH:27]=[CH:26][C:25](B(O)O)=[C:24]([F:31])[CH:23]=1.[F-].[Cs+]. Product: [Cl:21][C:22]1[CH:27]=[CH:26][C:25]([C:2]2[CH:3]=[CH:4][C:5]([CH2:19][CH3:20])=[C:6]([CH:8]3[C:14](=[O:15])[CH:13]4[CH2:16][CH2:17][CH:10]([CH:11]=[CH:12]4)[C:9]3=[O:18])[CH:7]=2)=[C:24]([F:31])[CH:23]=1. (4) Reactant: [Br:1][C:2]1[CH:3]=[C:4]2[C:9](=[CH:10][CH:11]=1)[CH2:8][NH:7][CH2:6][CH2:5]2.Br[CH2:13][C:14]([O:16][C:17]([CH3:20])([CH3:19])[CH3:18])=[O:15].C(=O)([O-])[O-].[Na+].[Na+].[Na+].[I-]. Product: [C:17]([O:16][C:14](=[O:15])[CH2:13][N:7]1[CH2:6][CH2:5][C:4]2[C:9](=[CH:10][CH:11]=[C:2]([Br:1])[CH:3]=2)[CH2:8]1)([CH3:20])([CH3:19])[CH3:18]. The catalyst class is: 47.